The task is: Predict which catalyst facilitates the given reaction.. This data is from Catalyst prediction with 721,799 reactions and 888 catalyst types from USPTO. Reactant: [Cl:1][C:2]1[CH:12]=[C:11]([NH:13][CH:14]2[CH2:17][CH:16]([CH2:18][OH:19])[CH2:15]2)[C:5]([C:6]([O:8][CH2:9][CH3:10])=[O:7])=[CH:4][N:3]=1.CC(OI1(OC(C)=O)(OC(C)=O)OC(=O)C2C=CC=CC1=2)=O. Product: [Cl:1][C:2]1[CH:12]=[C:11]([NH:13][CH:14]2[CH2:15][CH:16]([CH:18]=[O:19])[CH2:17]2)[C:5]([C:6]([O:8][CH2:9][CH3:10])=[O:7])=[CH:4][N:3]=1. The catalyst class is: 2.